This data is from Forward reaction prediction with 1.9M reactions from USPTO patents (1976-2016). The task is: Predict the product of the given reaction. (1) Given the reactants C[N:2]([C:7]1[C:12]([CH2:13][NH:14][C:15]2[C:20]([C:21]([F:24])([F:23])[F:22])=[CH:19][N:18]=[C:17]([NH:25][C:26]3[CH:36]=[CH:35][C:34]4[CH:33]5[CH2:37][CH:29]([CH2:30][N:31](C(=O)C(F)(F)F)[CH2:32]5)[C:28]=4[CH:27]=3)[N:16]=2)=[CH:11][CH:10]=[CH:9][N:8]=1)[S:3]([CH3:6])(=[O:5])=[O:4].[OH-].[Na+], predict the reaction product. The product is: [CH:29]12[CH2:37][CH:33]([CH2:32][NH:31][CH2:30]1)[C:34]1[CH:35]=[CH:36][C:26]([NH:25][C:17]3[N:16]=[C:15]([NH:14][CH2:13][C:12]4[C:7]([NH:2][S:3]([CH3:6])(=[O:4])=[O:5])=[N:8][CH:9]=[CH:10][CH:11]=4)[C:20]([C:21]([F:22])([F:23])[F:24])=[CH:19][N:18]=3)=[CH:27][C:28]2=1. (2) Given the reactants [OH-:1].[Na+].OO.[Br:5][C:6]1[C:14]2[C:9](=[CH:10][CH:11]=[CH:12][C:13]=2[C:15]2[CH:16]=[N:17][C:18]3[C:23]([CH:24]=2)=[CH:22][CH:21]=[CH:20][CH:19]=3)[N:8]([C:25]2[CH:26]=[C:27]([NH:33][CH2:34][C:35]([OH:38])([CH3:37])[CH3:36])[C:28]([C:31]#[N:32])=[N:29][CH:30]=2)[N:7]=1.O, predict the reaction product. The product is: [Br:5][C:6]1[C:14]2[C:9](=[CH:10][CH:11]=[CH:12][C:13]=2[C:15]2[CH:16]=[N:17][C:18]3[C:23]([CH:24]=2)=[CH:22][CH:21]=[CH:20][CH:19]=3)[N:8]([C:25]2[CH:26]=[C:27]([NH:33][CH2:34][C:35]([OH:38])([CH3:36])[CH3:37])[C:28]([C:31]([NH2:32])=[O:1])=[N:29][CH:30]=2)[N:7]=1.